Dataset: Forward reaction prediction with 1.9M reactions from USPTO patents (1976-2016). Task: Predict the product of the given reaction. (1) Given the reactants Cl.Cl.[NH2:3][CH2:4][CH2:5][CH2:6][CH2:7][CH2:8][CH2:9][CH2:10][CH2:11][CH2:12][N:13]1[CH2:18][CH2:17][CH:16]([O:19][C:20](=[O:34])[NH:21][C:22]2[CH:27]=[CH:26][CH:25]=[CH:24][C:23]=2[C:28]2[CH:33]=[CH:32][CH:31]=[CH:30][CH:29]=2)[CH2:15][CH2:14]1.[Cl:35][C:36]1[C:37]([OH:45])=[C:38]([CH:42]=[CH:43][CH:44]=1)[C:39](O)=[O:40], predict the reaction product. The product is: [Cl:35][C:36]1[C:37]([OH:45])=[C:38]([CH:42]=[CH:43][CH:44]=1)[C:39]([NH:3][CH2:4][CH2:5][CH2:6][CH2:7][CH2:8][CH2:9][CH2:10][CH2:11][CH2:12][N:13]1[CH2:18][CH2:17][CH:16]([O:19][C:20](=[O:34])[NH:21][C:22]2[CH:27]=[CH:26][CH:25]=[CH:24][C:23]=2[C:28]2[CH:33]=[CH:32][CH:31]=[CH:30][CH:29]=2)[CH2:15][CH2:14]1)=[O:40]. (2) Given the reactants [Cl:1][C:2]1[CH:8]=[C:7]([O:9][C:10]([F:13])([F:12])[F:11])[CH:6]=[C:5]([Cl:14])[C:3]=1N.N([O-])=O.[Na+].[I-:19].[K+], predict the reaction product. The product is: [Cl:1][C:2]1[CH:8]=[C:7]([O:9][C:10]([F:13])([F:12])[F:11])[CH:6]=[C:5]([Cl:14])[C:3]=1[I:19]. (3) Given the reactants Cl[C:2]1[N:3]=[C:4]2[CH:9]=[CH:8][CH:7]=[CH:6][N:5]2[C:10]=1[C:11]1[N:19]=[C:18]([CH3:20])[N:17]=[C:16]2[C:12]=1[N:13]=[CH:14][NH:15]2.[NH2:21][C:22]1[CH:23]=[C:24]([OH:28])[CH:25]=[CH:26][CH:27]=1.C(O)C, predict the reaction product. The product is: [CH3:20][C:18]1[N:17]=[C:16]2[C:12]([N:13]=[CH:14][NH:15]2)=[C:11]([C:10]2[N:5]3[CH:6]=[CH:7][CH:8]=[CH:9][C:4]3=[N:3][C:2]=2[NH:21][C:22]2[CH:23]=[C:24]([OH:28])[CH:25]=[CH:26][CH:27]=2)[N:19]=1. (4) Given the reactants [CH3:1][C@H:2]1[CH2:7][CH2:6][C@H:5]([C:8]([N:10]([CH2:33][C:34]([N:36]2[CH2:41][CH2:40][O:39][CH2:38][CH2:37]2)=[O:35])[C:11]2[CH:15]=[C:14]([C:16]3[CH:21]=[CH:20][C:19]([O:22][C:23]4[CH:28]=[CH:27][CH:26]=[CH:25][CH:24]=4)=[CH:18][CH:17]=3)[S:13][C:12]=2[C:29]([O:31]C)=[O:30])=[O:9])[CH2:4][CH2:3]1.O[Li].O.Cl, predict the reaction product. The product is: [CH3:1][C@H:2]1[CH2:3][CH2:4][C@H:5]([C:8]([N:10]([CH2:33][C:34]([N:36]2[CH2:41][CH2:40][O:39][CH2:38][CH2:37]2)=[O:35])[C:11]2[CH:15]=[C:14]([C:16]3[CH:17]=[CH:18][C:19]([O:22][C:23]4[CH:28]=[CH:27][CH:26]=[CH:25][CH:24]=4)=[CH:20][CH:21]=3)[S:13][C:12]=2[C:29]([OH:31])=[O:30])=[O:9])[CH2:6][CH2:7]1. (5) Given the reactants FC(F)(F)S(O[C:7]1[C:12]2[O:13][CH:14]([CH2:17][O:18][S:19]([C:22]3[CH:27]=[CH:26][C:25]([CH3:28])=[CH:24][CH:23]=3)(=[O:21])=[O:20])[CH2:15][O:16][C:11]=2[CH:10]=[CH:9][CH:8]=1)(=O)=O.[CH3:31][O:32][C:33]1[C:38]([O:39][CH3:40])=[CH:37][CH:36]=[CH:35][C:34]=1B(O)O, predict the reaction product. The product is: [CH3:31][O:32][C:33]1[C:38]([O:39][CH3:40])=[CH:37][CH:36]=[CH:35][C:34]=1[C:7]1[C:12]2[O:13][CH:14]([CH2:17][O:18][S:19]([C:22]3[CH:23]=[CH:24][C:25]([CH3:28])=[CH:26][CH:27]=3)(=[O:21])=[O:20])[CH2:15][O:16][C:11]=2[CH:10]=[CH:9][CH:8]=1. (6) Given the reactants [H-].[Na+].[NH2:3][C:4]1([C:15]2[C:16]([O:21][CH2:22][CH3:23])=[N:17][CH:18]=[CH:19][CH:20]=2)[C:12]2[C:7](=[CH:8][CH:9]=[C:10]([Cl:13])[CH:11]=2)[NH:6][C:5]1=[O:14].[CH3:24][O:25][C:26]1[CH:31]=[C:30]([O:32][CH3:33])[CH:29]=[CH:28][C:27]=1[S:34](Cl)(=[O:36])=[O:35], predict the reaction product. The product is: [NH2:3][C:4]1([C:15]2[C:16]([O:21][CH2:22][CH3:23])=[N:17][CH:18]=[CH:19][CH:20]=2)[C:12]2[C:7](=[CH:8][CH:9]=[C:10]([Cl:13])[CH:11]=2)[N:6]([S:34]([C:27]2[CH:28]=[CH:29][C:30]([O:32][CH3:33])=[CH:31][C:26]=2[O:25][CH3:24])(=[O:36])=[O:35])[C:5]1=[O:14]. (7) Given the reactants [F:1][C:2]1[C:3]([N+:10]([O-:12])=[O:11])=[C:4]([CH:6]=[C:7](F)[CH:8]=1)[NH2:5].[C:13]([O-:16])([O-])=O.[Cs+].[Cs+].[OH:19][C:20]1[CH:27]=[CH:26][C:23]([CH:24]=[O:25])=[CH:22][CH:21]=1.O, predict the reaction product. The product is: [F:1][C:2]1[C:3]([N+:10]([O-:12])=[O:11])=[C:4]([NH:5][CH:13]=[O:16])[CH:6]=[C:7]([O:19][C:20]2[CH:27]=[CH:26][C:23]([CH:24]=[O:25])=[CH:22][CH:21]=2)[CH:8]=1. (8) Given the reactants BrC1C=CC(N/[N:9]=[CH:10]/[CH:11]=[N:12]/[NH:13][C:14]2[CH:19]=[CH:18][C:17]([Br:20])=[CH:16][C:15]=2[F:21])=C(F)C=1, predict the reaction product. The product is: [Br:20][C:17]1[CH:18]=[CH:19][C:14]([N:13]2[N:9]=[CH:10][CH:11]=[N:12]2)=[C:15]([F:21])[CH:16]=1.